This data is from Catalyst prediction with 721,799 reactions and 888 catalyst types from USPTO. The task is: Predict which catalyst facilitates the given reaction. Reactant: [NH2:1][C:2]1[CH:3]=[CH:4][CH:5]=[C:6]2[C:11]=1[N:10]=[CH:9][CH:8]=[CH:7]2.C(N(CC)CC)C.[C:19](OC(=O)C)(=[O:21])[CH3:20].C([O-])(O)=O.[Na+]. Product: [N:10]1[C:11]2[C:6](=[CH:5][CH:4]=[CH:3][C:2]=2[NH:1][C:19](=[O:21])[CH3:20])[CH:7]=[CH:8][CH:9]=1. The catalyst class is: 143.